The task is: Predict the reaction yield, written as a fraction of the theoretical maximum amount of product (1.0 means a 100% yield; for example, 0.34 means a 34% yield).. This data is from Reaction yield outcomes from USPTO patents with 853,638 reactions. (1) The reactants are C(N(CC)CC)C.[CH:8]([C:10]1[C:18]2[C:13](=[CH:14][CH:15]=[CH:16][CH:17]=2)[N:12](C(OC(C)(C)C)=O)[CH:11]=1)=[O:9].[CH3:26][O:27][C:28]1[CH:29]=[C:30]([CH:43]=[CH:44][CH:45]=1)[N:31]=[CH:32][C:33]1[CH:34]=[N:35][C:36]([C:39]([F:42])([F:41])[F:40])=[CH:37][CH:38]=1. The catalyst is [Cl-].C([N+]1C(C)=C(CCO)SC=1)C1C=CC=CC=1.C(O)C. The product is [NH:12]1[C:13]2[C:18](=[CH:17][CH:16]=[CH:15][CH:14]=2)[C:10]([C:8](=[O:9])[CH:32]([NH:31][C:30]2[CH:43]=[CH:44][CH:45]=[C:28]([O:27][CH3:26])[CH:29]=2)[C:33]2[CH:34]=[N:35][C:36]([C:39]([F:40])([F:41])[F:42])=[CH:37][CH:38]=2)=[CH:11]1. The yield is 0.290. (2) The reactants are CCN(C(C)C)C(C)C.[F:10][C:11]([F:28])([F:27])[O:12][C:13]1[CH:14]=[CH:15][CH:16]=[C:17]2[C:22]=1[O:21][C:20](=[O:23])[C:19]([C:24]([OH:26])=O)=[CH:18]2.CN(C(ON1N=NC2C=CC=NC1=2)=[N+](C)C)C.F[P-](F)(F)(F)(F)F.[O:53]1[C:58]2[CH:59]=[CH:60][C:61]([C:63]3[CH:64]=[C:65]([NH2:69])[CH:66]=[CH:67][CH:68]=3)=[CH:62][C:57]=2[O:56][CH2:55][CH2:54]1. The catalyst is CN(C=O)C. The product is [O:53]1[C:58]2[CH:59]=[CH:60][C:61]([C:63]3[CH:64]=[C:65]([NH:69][C:24]([C:19]4[C:20](=[O:23])[O:21][C:22]5[C:17]([CH:18]=4)=[CH:16][CH:15]=[CH:14][C:13]=5[O:12][C:11]([F:10])([F:28])[F:27])=[O:26])[CH:66]=[CH:67][CH:68]=3)=[CH:62][C:57]=2[O:56][CH2:55][CH2:54]1. The yield is 0.670. (3) The reactants are [C:1]([O:5][C:6]([N:8]1[CH2:13][C:12]([F:15])([F:14])[CH2:11][CH:10]([C:16]([OH:18])=O)[CH2:9]1)=[O:7])([CH3:4])([CH3:3])[CH3:2].[C:19](N1C=CN=C1)([N:21]1C=CN=[CH:22]1)=O.Cl.CNC.C(N(CC)CC)C. The catalyst is CN(C)C=O.C(OCC)(=O)C. The product is [CH3:19][N:21]([CH3:22])[C:16]([CH:10]1[CH2:9][N:8]([C:6]([O:5][C:1]([CH3:4])([CH3:3])[CH3:2])=[O:7])[CH2:13][C:12]([F:15])([F:14])[CH2:11]1)=[O:18]. The yield is 0.600. (4) The reactants are [CH3:1][C:2]1[O:3][C:4]([CH3:9])=[C:5]([CH3:8])[C:6]=1[CH3:7].CC(=[O:13])C. No catalyst specified. The product is [CH3:7][CH:6]([CH:5]([CH3:8])[C:4](=[O:3])[CH3:9])[C:2](=[O:13])[CH3:1]. The yield is 0.425.